Dataset: Full USPTO retrosynthesis dataset with 1.9M reactions from patents (1976-2016). Task: Predict the reactants needed to synthesize the given product. (1) Given the product [OH:3][CH2:4][CH2:5][NH:6][C:7]1[CH:12]=[CH:11][C:10]([F:13])=[C:9]([Cl:14])[CH:8]=1, predict the reactants needed to synthesize it. The reactants are: C([O:3][C:4](=O)[CH2:5][NH:6][C:7]1[CH:12]=[CH:11][C:10]([F:13])=[C:9]([Cl:14])[CH:8]=1)C.[H-].[H-].[H-].[H-].[Li+].[Al+3].[OH-].[Na+]. (2) Given the product [O:10]1[CH2:11][CH2:12][N:7]([CH:4]=[CH:3][C:1]#[N:2])[CH2:8][CH2:9]1, predict the reactants needed to synthesize it. The reactants are: [C:1]([CH2:3][C:4](O)=O)#[N:2].[NH:7]1[CH2:12][CH2:11][O:10][CH2:9][CH2:8]1.C(OC(OCC)OCC)C.[OH-].[Na+]. (3) Given the product [C:1]([O:5][C:6]([C:34]1([C:35]([N:36]([O:49][CH3:48])[CH3:37])=[O:33])[CH2:21][CH2:20][NH:19][CH2:22][CH2:23]1)=[O:7])([CH3:2])([CH3:3])[CH3:4], predict the reactants needed to synthesize it. The reactants are: [C:1]([O:5][C:6](N1CCC(C(O)=O)CC1)=[O:7])([CH3:4])([CH3:3])[CH3:2].C([N:19]([CH2:22][CH3:23])[CH2:20][CH3:21])C.C1C=CC2N([OH:33])N=NC=2C=1.[CH3:34][CH2:35][N:36]=[C:37]=NCCCN(C)C.CN([CH:48]=[O:49])C. (4) Given the product [OH:8][C:9]1[C:10](=[O:24])[CH:11]=[C:12]([CH2:16][NH:17][C@@H:18]([CH3:23])[C:19]([NH:21][CH3:22])=[O:20])[N:13]([CH3:15])[CH:14]=1, predict the reactants needed to synthesize it. The reactants are: C([O:8][C:9]1[C:10](=[O:24])[CH:11]=[C:12]([CH2:16][NH:17][C@@H:18]([CH3:23])[C:19]([NH:21][CH3:22])=[O:20])[N:13]([CH3:15])[CH:14]=1)C1C=CC=CC=1.[H][H]. (5) Given the product [C:30]([N:14]([CH2:15][C:16]1[CH:21]=[C:20]([C:22]([F:25])([F:24])[F:23])[CH:19]=[C:18]([C:26]([F:29])([F:28])[F:27])[CH:17]=1)[CH:10]1[CH2:11][CH2:12][CH2:13][N:7]([C:5]([O:4][CH:1]([CH3:3])[CH3:2])=[O:6])[C:8]2[CH:36]=[C:35]([C:38]#[N:39])[CH:34]=[CH:33][C:9]1=2)(=[O:32])[CH3:31], predict the reactants needed to synthesize it. The reactants are: [CH:1]([O:4][C:5]([N:7]1[CH2:13][CH2:12][CH2:11][CH:10]([N:14]([C:30](=[O:32])[CH3:31])[CH2:15][C:16]2[CH:21]=[C:20]([C:22]([F:25])([F:24])[F:23])[CH:19]=[C:18]([C:26]([F:29])([F:28])[F:27])[CH:17]=2)[C:9]2[CH:33]=[CH:34][C:35](Br)=[CH:36][C:8]1=2)=[O:6])([CH3:3])[CH3:2].[CH3:38][N:39](C)C=O. (6) Given the product [F:26][C:2]([F:1])([F:25])[CH:3]([CH2:8][N:9]1[CH2:14][CH2:13][CH2:12][CH:11]([C:15]2[CH:20]=[CH:19][CH:18]=[C:17]([C:21]([F:22])([F:23])[F:24])[CH:16]=2)[CH2:10]1)[CH2:4][C:5]([O:7][CH2:42][C:43]([C:45]1[CH:50]=[CH:49][C:48]([Cl:51])=[CH:47][CH:46]=1)=[O:44])=[O:6], predict the reactants needed to synthesize it. The reactants are: [F:1][C:2]([F:26])([F:25])[CH:3]([CH2:8][N:9]1[CH2:14][CH2:13][CH2:12][CH:11]([C:15]2[CH:20]=[CH:19][CH:18]=[C:17]([C:21]([F:24])([F:23])[F:22])[CH:16]=2)[CH2:10]1)[CH2:4][C:5]([OH:7])=[O:6].CCN(C(C)C)C(C)C.CN(C=O)C.Br[CH2:42][C:43]([C:45]1[CH:50]=[CH:49][C:48]([Cl:51])=[CH:47][CH:46]=1)=[O:44]. (7) Given the product [Cl:31][C:27]1[CH:26]=[C:25]([C:23]([N:8]2[C:5]3[C:4](=[CH:3][C:2]([Cl:1])=[CH:7][CH:6]=3)[C:10]3([CH2:11][CH2:12][NH:13][CH2:14][CH2:15]3)[CH2:9]2)=[O:24])[CH:30]=[CH:29][N:28]=1, predict the reactants needed to synthesize it. The reactants are: [Cl:1][C:2]1[CH:3]=[C:4]2[C:10]3([CH2:15][CH2:14][N:13](C(OC(C)(C)C)=O)[CH2:12][CH2:11]3)[CH2:9][N:8]([C:23]([C:25]3[CH:30]=[CH:29][N:28]=[C:27]([Cl:31])[CH:26]=3)=[O:24])[C:5]2=[CH:6][CH:7]=1.Cl.C(=O)(O)[O-].[Na+]. (8) Given the product [F:13][C:14]1[CH:22]=[CH:21][CH:20]=[CH:19][C:15]=1[C:16]([N:10]([O:11][CH3:12])[CH3:9])=[O:17], predict the reactants needed to synthesize it. The reactants are: C(N(CC)CC)C.Cl.[CH3:9][NH:10][O:11][CH3:12].[F:13][C:14]1[CH:22]=[CH:21][CH:20]=[CH:19][C:15]=1[C:16](Cl)=[O:17]. (9) Given the product [CH3:1][O:2][C:3]([C@H:5]1[CH2:9][C@@H:8]([O:10][CH3:11])[CH2:7][N:6]1[C:19]([O:21][C:22]([CH3:25])([CH3:24])[CH3:23])=[O:20])=[O:4], predict the reactants needed to synthesize it. The reactants are: [CH3:1][O:2][C:3]([C@H:5]1[CH2:9][C@@H:8]([O:10][CH3:11])[CH2:7][NH:6]1)=[O:4].C(N(CC)CC)C.[C:19](O[C:19]([O:21][C:22]([CH3:25])([CH3:24])[CH3:23])=[O:20])([O:21][C:22]([CH3:25])([CH3:24])[CH3:23])=[O:20].CN(C1C=CC=CN=1)C. (10) Given the product [C:1]([O:5][C:6]([N:8]1[CH2:9][C@H:10]([C:38](=[O:40])[N:42]([CH3:41])[CH2:43][C:44]2[CH:45]=[N:46][CH:47]=[CH:48][CH:49]=2)[CH2:11][C@H:12]([C:14](=[O:37])[NH:15][CH2:16][C:17]2([CH2:31][CH2:32][CH2:33][CH2:34][O:35][CH3:36])[C:30]3[CH:29]=[CH:28][CH:27]=[CH:26][C:25]=3[O:24][C:23]3[C:18]2=[CH:19][CH:20]=[CH:21][CH:22]=3)[CH2:13]1)=[O:7])([CH3:3])([CH3:2])[CH3:4], predict the reactants needed to synthesize it. The reactants are: [C:1]([O:5][C:6]([N:8]1[CH2:13][C@@H:12]([C:14](=[O:37])[NH:15][CH2:16][C:17]2([CH2:31][CH2:32][CH2:33][CH2:34][O:35][CH3:36])[C:30]3[CH:29]=[CH:28][CH:27]=[CH:26][C:25]=3[O:24][C:23]3[C:18]2=[CH:19][CH:20]=[CH:21][CH:22]=3)[CH2:11][C@@H:10]([C:38]([OH:40])=O)[CH2:9]1)=[O:7])([CH3:4])([CH3:3])[CH3:2].[CH3:41][NH:42][CH2:43][C:44]1[CH:45]=[N:46][CH:47]=[CH:48][CH:49]=1.